Dataset: Reaction yield outcomes from USPTO patents with 853,638 reactions. Task: Predict the reaction yield, written as a fraction of the theoretical maximum amount of product (1.0 means a 100% yield; for example, 0.34 means a 34% yield). (1) The product is [ClH:20].[NH2:8][CH2:9][C:10]([N:28]1[CH2:32][CH2:31][CH2:30][CH2:29]1)=[O:11]. The reactants are C(OC([NH:8][CH2:9][C:10](O)=[O:11])=O)(C)(C)C.CN1CCOCC1.[Cl:20]C(OCC(C)C)=O.[NH:28]1[CH2:32][CH2:31][CH2:30][CH2:29]1. The catalyst is O1CCCC1. The yield is 0.840. (2) The catalyst is C(OCC)(=O)C.CO.[Pd]. The reactants are [CH3:1][C:2]1[CH:3]=[C:4]([CH:20]=[CH:21][C:22]=1[N+:23]([O-])=O)[O:5][CH2:6][CH:7]1[CH2:12][CH2:11][N:10]([C:13]([O:15][C:16]([CH3:19])([CH3:18])[CH3:17])=[O:14])[CH2:9][CH2:8]1.[H][H]. The yield is 1.00. The product is [NH2:23][C:22]1[CH:21]=[CH:20][C:4]([O:5][CH2:6][CH:7]2[CH2:8][CH2:9][N:10]([C:13]([O:15][C:16]([CH3:18])([CH3:19])[CH3:17])=[O:14])[CH2:11][CH2:12]2)=[CH:3][C:2]=1[CH3:1]. (3) The reactants are Br[C:2]1[N:7]=[C:6]([C:8]([OH:10])=[O:9])[CH:5]=[CH:4][CH:3]=1.[C:11]1([C:17]#[CH:18])[CH:16]=[CH:15][CH:14]=[CH:13][CH:12]=1. The catalyst is CCN(CC)CC.C([O-])([O-])=O.[Na+].[Na+].Cl[Pd](Cl)([P](C1C=CC=CC=1)(C1C=CC=CC=1)C1C=CC=CC=1)[P](C1C=CC=CC=1)(C1C=CC=CC=1)C1C=CC=CC=1.[Cu]I. The product is [C:11]1([C:17]#[C:18][C:2]2[N:7]=[C:6]([C:8]([OH:10])=[O:9])[CH:5]=[CH:4][CH:3]=2)[CH:16]=[CH:15][CH:14]=[CH:13][CH:12]=1. The yield is 0.510.